This data is from Reaction yield outcomes from USPTO patents with 853,638 reactions. The task is: Predict the reaction yield, written as a fraction of the theoretical maximum amount of product (1.0 means a 100% yield; for example, 0.34 means a 34% yield). (1) The reactants are F[C:2](F)(F)[CH:3]([C:5]1[S:6][C:7]([C:10]2[CH:15]=[C:14]([NH:16][C:17]3[N:22]=[C:21]([C:23]([F:26])([F:25])[F:24])[CH:20]=[CH:19][N:18]=3)[CH:13]=[C:12]([CH3:27])[CH:11]=2)=[CH:8][N:9]=1)[OH:4].C(O)(=O)C(C)(C)C.C(=O)([O-])[O-].[K+].[K+].OC(C(F)(F)F)=O.[OH:50][CH2:51][C@@H:52]1[CH2:57][CH2:56][C@](C2SC=CN=2)(O)[CH2:54][C:53]1(C)[CH3:64]. The catalyst is C1C=CC([P]([Pd]([P](C2C=CC=CC=2)(C2C=CC=CC=2)C2C=CC=CC=2)([P](C2C=CC=CC=2)(C2C=CC=CC=2)C2C=CC=CC=2)[P](C2C=CC=CC=2)(C2C=CC=CC=2)C2C=CC=CC=2)(C2C=CC=CC=2)C2C=CC=CC=2)=CC=1. The product is [OH:50][CH2:51][C@@H:52]1[CH2:57][CH2:56][C@:3]([C:5]2[S:6][C:7]([C:10]3[CH:15]=[C:14]([NH:16][C:17]4[N:22]=[C:21]([C:23]([F:26])([F:25])[F:24])[CH:20]=[CH:19][N:18]=4)[CH:13]=[C:12]([CH3:27])[CH:11]=3)=[CH:8][N:9]=2)([OH:4])[CH2:2][C:53]1([CH3:64])[CH3:54]. The yield is 0.205. (2) The reactants are [C:1]12([OH:11])[CH2:10][CH:5]3[CH2:6][CH:7]([CH2:9][CH:3]([CH2:4]3)[CH2:2]1)[CH2:8]2.[C:12]1([CH3:22])[CH:17]=[CH:16][C:15]([S:18](Cl)(=[O:20])=[O:19])=[CH:14][CH:13]=1.C(N(CC)CC)C. The catalyst is C(Cl)Cl. The product is [CH3:22][C:12]1[CH:17]=[CH:16][C:15]([S:18]([OH:11])(=[O:20])=[O:19])=[CH:14][CH:13]=1.[CH:1]12[CH2:10][CH:5]3[CH2:6][CH:7]([CH2:9][CH:3]([CH2:4]3)[CH2:2]1)[CH2:8]2. The yield is 0.760.